This data is from Full USPTO retrosynthesis dataset with 1.9M reactions from patents (1976-2016). The task is: Predict the reactants needed to synthesize the given product. (1) Given the product [OH:19][N:11]1[C:12](=[O:18])[C:13]2[S:17][CH:16]=[CH:15][C:14]=2[N:9]([CH2:8][C:5]2[CH:6]=[N:7][C:2]([C:24]3[CH:25]=[CH:26][CH:27]=[CH:28][C:23]=3[C:22]([F:33])([F:32])[F:21])=[CH:3][CH:4]=2)[C:10]1=[O:20], predict the reactants needed to synthesize it. The reactants are: Cl[C:2]1[N:7]=[CH:6][C:5]([CH2:8][N:9]2[C:14]3[CH:15]=[CH:16][S:17][C:13]=3[C:12](=[O:18])[N:11]([OH:19])[C:10]2=[O:20])=[CH:4][CH:3]=1.[F:21][C:22]([F:33])([F:32])[C:23]1[CH:28]=[CH:27][CH:26]=[CH:25][C:24]=1B(O)O. (2) Given the product [NH2:1][C:4]1[CH:5]=[N:6][N:7]([CH2:9][CH2:10][CH2:11][CH:12]2[CH2:17][CH2:16][N:15]([C:18]([O:20][C:21]([CH3:24])([CH3:23])[CH3:22])=[O:19])[CH2:14][CH2:13]2)[CH:8]=1, predict the reactants needed to synthesize it. The reactants are: [N+:1]([C:4]1[CH:5]=[N:6][N:7]([CH2:9][CH2:10][CH2:11][CH:12]2[CH2:17][CH2:16][N:15]([C:18]([O:20][C:21]([CH3:24])([CH3:23])[CH3:22])=[O:19])[CH2:14][CH2:13]2)[CH:8]=1)([O-])=O. (3) The reactants are: [CH3:1][O:2][CH:3]([O:14][CH3:15])[C:4]1[CH:9]=[CH:8][N:7]=[C:6](S(C)(=O)=O)[N:5]=1.[CH2:16]([OH:18])[CH3:17]. Given the product [CH3:1][O:2][CH:3]([O:14][CH3:15])[C:4]1[CH:9]=[CH:8][N:7]=[C:6]([O:18][CH2:16][CH3:17])[N:5]=1, predict the reactants needed to synthesize it.